Task: Predict the product of the given reaction.. Dataset: Forward reaction prediction with 1.9M reactions from USPTO patents (1976-2016) Given the reactants [CH2:1]([O:3][CH2:4][C:5]1[CH:6]=[N:7][C:8]([N:11]2[CH2:16][CH2:15][CH:14]([C@H:17]3[CH2:19][C@H:18]3[CH2:20][CH2:21][O:22][C:23]3[CH:28]=[CH:27][C:26]([CH2:29][C:30](O)=[O:31])=[C:25]([F:33])[CH:24]=3)[CH2:13][CH2:12]2)=[N:9][CH:10]=1)[CH3:2].Cl.[OH:35][CH:36]1[CH2:39][NH:38][CH2:37]1.CN(C(ON1N=NC2C=CC=NC1=2)=[N+](C)C)C.F[P-](F)(F)(F)(F)F.CCN(C(C)C)C(C)C, predict the reaction product. The product is: [CH2:1]([O:3][CH2:4][C:5]1[CH:10]=[N:9][C:8]([N:11]2[CH2:16][CH2:15][CH:14]([C@H:17]3[CH2:19][C@H:18]3[CH2:20][CH2:21][O:22][C:23]3[CH:28]=[CH:27][C:26]([CH2:29][C:30]([N:38]4[CH2:39][CH:36]([OH:35])[CH2:37]4)=[O:31])=[C:25]([F:33])[CH:24]=3)[CH2:13][CH2:12]2)=[N:7][CH:6]=1)[CH3:2].